This data is from Catalyst prediction with 721,799 reactions and 888 catalyst types from USPTO. The task is: Predict which catalyst facilitates the given reaction. (1) Reactant: Cl[C:2]1[CH:3]=[C:4]([CH:7]=[C:8]([Cl:10])[N:9]=1)[C:5]#[N:6].[NH:11]([CH3:13])[CH3:12]. Product: [Cl:10][C:8]1[CH:7]=[C:4]([CH:3]=[C:2]([N:11]([CH3:13])[CH3:12])[N:9]=1)[C:5]#[N:6]. The catalyst class is: 721. (2) Reactant: [I:1][C:2]1[CH:6]=[CH:5][NH:4][N:3]=1.CC(C)([O-])C.[K+].Cl[C:14]1[CH:15]=[C:16]([O:20][CH:21]([CH3:23])[CH3:22])[N:17]=[N:18][CH:19]=1. Product: [I:1][C:2]1[CH:6]=[CH:5][N:4]([C:14]2[CH:15]=[C:16]([O:20][CH:21]([CH3:23])[CH3:22])[N:17]=[N:18][CH:19]=2)[N:3]=1. The catalyst class is: 31. (3) Reactant: C(OC([N:8]([C:22]1[N:23]=[C:24]2[CH:29]=[CH:28][C:27]([Cl:30])=[CH:26][N:25]2[C:31]=1[CH3:32])[S:9]([C:12]1[CH:21]=[CH:20][C:15]([C:16]([O:18][CH3:19])=[O:17])=[CH:14][CH:13]=1)(=[O:11])=[O:10])=O)(C)(C)C. Product: [ClH:30].[Cl:30][C:27]1[CH:28]=[CH:29][C:24]2[N:25]([C:31]([CH3:32])=[C:22]([NH:8][S:9]([C:12]3[CH:21]=[CH:20][C:15]([C:16]([O:18][CH3:19])=[O:17])=[CH:14][CH:13]=3)(=[O:11])=[O:10])[N:23]=2)[CH:26]=1. The catalyst class is: 89. (4) Reactant: [C:1]([NH:4][C@:5]1([C@@H:58]([CH2:60][CH3:61])[CH3:59])[CH2:9][CH2:8][N:7]([C@@H:10]([CH2:49][CH2:50][C:51]2[CH:56]=[CH:55][CH:54]=[CH:53][CH:52]=2)[C:11]([NH:13][C@@H:14]([CH2:42][C:43]2[CH:48]=[CH:47][CH:46]=[CH:45][CH:44]=2)[C@@H:15]([C@H:24]2[CH2:28][C@@H:27]([S:29]([CH2:32][CH2:33][CH3:34])(=[O:31])=[O:30])[CH2:26][N:25]2C(OC(C)(C)C)=O)[O:16][Si](C(C)(C)C)(C)C)=[O:12])[C:6]1=[O:57])(=[O:3])[CH3:2].CCN(CCO)CC.CN(C(ON1N=NC2C=CC=NC1=2)=[N+](C)C)C.F[P-](F)(F)(F)(F)F. Product: [C:1]([NH:4][C@:5]1([C@@H:58]([CH2:60][CH3:61])[CH3:59])[CH2:9][CH2:8][N:7]([C@@H:10]([CH2:49][CH2:50][C:51]2[CH:52]=[CH:53][CH:54]=[CH:55][CH:56]=2)[C:11]([NH:13][C@@H:14]([CH2:42][C:43]2[CH:44]=[CH:45][CH:46]=[CH:47][CH:48]=2)[C@H:15]([OH:16])[C@H:24]2[CH2:28][C@@H:27]([S:29]([CH2:32][CH2:33][CH3:34])(=[O:30])=[O:31])[CH2:26][NH:25]2)=[O:12])[C:6]1=[O:57])(=[O:3])[CH3:2]. The catalyst class is: 4. (5) Reactant: [CH3:1][C:2]1[CH:7]=[C:6]([C:8]2[CH:13]=[CH:12][NH:11][C:10](=[O:14])[N:9]=2)[CH:5]=[CH:4][N:3]=1.[H-].[Na+].Br[CH2:18][CH2:19][CH2:20][CH2:21][Cl:22].O. Product: [Cl:22][CH2:21][CH2:20][CH2:19][CH2:18][N:11]1[CH:12]=[CH:13][C:8]([C:6]2[CH:5]=[CH:4][N:3]=[C:2]([CH3:1])[CH:7]=2)=[N:9][C:10]1=[O:14]. The catalyst class is: 3. (6) Reactant: C(OC(=O)[N:7]([S:25]([C:28]1[CH:33]=[CH:32][C:31]([Cl:34])=[CH:30][CH:29]=1)(=[O:27])=[O:26])[CH:8]([C:10]1[N:11]([CH2:23][CH3:24])[C:12]2[C:17]([N:18]=1)=[CH:16][N:15]=[C:14]([C:19]([F:22])([F:21])[F:20])[N:13]=2)[CH3:9])(C)(C)C.Cl. Product: [Cl:34][C:31]1[CH:32]=[CH:33][C:28]([S:25]([NH:7][CH:8]([C:10]2[N:11]([CH2:23][CH3:24])[C:12]3[C:17]([N:18]=2)=[CH:16][N:15]=[C:14]([C:19]([F:21])([F:20])[F:22])[N:13]=3)[CH3:9])(=[O:26])=[O:27])=[CH:29][CH:30]=1. The catalyst class is: 5. (7) Reactant: C[O:2][C:3]([C@H:5]1[CH2:9][CH2:8][CH2:7][N:6]1[S:10]([CH2:13][CH:14]1[CH2:19][CH2:18][C:17]([S:28]([C:31]2[CH:36]=[CH:35][C:34]([Cl:37])=[CH:33][CH:32]=2)(=[O:30])=[O:29])([C:20]2[CH:25]=[C:24]([F:26])[CH:23]=[CH:22][C:21]=2[F:27])[CH2:16][CH2:15]1)(=[O:12])=[O:11])=[O:4].[OH-].[Li+]. Product: [Cl:37][C:34]1[CH:35]=[CH:36][C:31]([S:28]([C:17]2([C:20]3[CH:25]=[C:24]([F:26])[CH:23]=[CH:22][C:21]=3[F:27])[CH2:18][CH2:19][CH:14]([CH2:13][S:10]([N:6]3[CH2:7][CH2:8][CH2:9][C@@H:5]3[C:3]([OH:4])=[O:2])(=[O:11])=[O:12])[CH2:15][CH2:16]2)(=[O:30])=[O:29])=[CH:32][CH:33]=1. The catalyst class is: 30. (8) Reactant: C[O:2][C:3](=[O:30])[CH2:4][O:5][C:6]1[CH:15]=[CH:14][C:13]([Cl:16])=[C:12]2[C:7]=1[C:8]([CH3:29])=[C:9]([CH2:18][C:19]1[CH:24]=[CH:23][C:22]([S:25]([CH3:28])(=[O:27])=[O:26])=[CH:21][CH:20]=1)[C:10]([CH3:17])=[N:11]2.CO.O.[OH-].[Li+]. Product: [Cl:16][C:13]1[CH:14]=[CH:15][C:6]([O:5][CH2:4][C:3]([OH:30])=[O:2])=[C:7]2[C:12]=1[N:11]=[C:10]([CH3:17])[C:9]([CH2:18][C:19]1[CH:20]=[CH:21][C:22]([S:25]([CH3:28])(=[O:26])=[O:27])=[CH:23][CH:24]=1)=[C:8]2[CH3:29]. The catalyst class is: 15. (9) Reactant: [CH2:1]([C@@H:8]1[C@@H:12]([CH2:13][OH:14])[C@H:11]([CH3:15])[O:10][C:9]1=[O:16])[C:2]1[CH:7]=[CH:6][CH:5]=[CH:4][CH:3]=1.CC1C=CC=C(C)N=1.FC(F)(F)S(O[Si:31]([CH:38]([CH3:40])[CH3:39])([CH:35]([CH3:37])[CH3:36])[CH:32]([CH3:34])[CH3:33])(=O)=O. Product: [CH2:1]([C@@H:8]1[C@@H:12]([CH2:13][O:14][Si:31]([CH:38]([CH3:40])[CH3:39])([CH:35]([CH3:37])[CH3:36])[CH:32]([CH3:34])[CH3:33])[C@H:11]([CH3:15])[O:10][C:9]1=[O:16])[C:2]1[CH:3]=[CH:4][CH:5]=[CH:6][CH:7]=1. The catalyst class is: 2.